This data is from CYP2C9 inhibition data for predicting drug metabolism from PubChem BioAssay. The task is: Regression/Classification. Given a drug SMILES string, predict its absorption, distribution, metabolism, or excretion properties. Task type varies by dataset: regression for continuous measurements (e.g., permeability, clearance, half-life) or binary classification for categorical outcomes (e.g., BBB penetration, CYP inhibition). Dataset: cyp2c9_veith. (1) The result is 0 (non-inhibitor). The drug is COc1ccc(Oc2nccc(-c3ccc(F)cc3)c2C#N)cc1. (2) The drug is COC(=O)[C@@]1(Cc2ccccc2)[C@H]2c3cc(C(=O)N(C)C)n(Cc4cc(C)n(C)n4)c3C[C@H]2CN1C(=O)c1ccccc1. The result is 1 (inhibitor). (3) The drug is COc1ccccc1-c1cncnc1Nc1ccc(F)cc1. The result is 0 (non-inhibitor). (4) The compound is CN(C)/C=C/C(=O)c1ccc(F)cc1. The result is 0 (non-inhibitor). (5) The result is 0 (non-inhibitor). The compound is COCC(=O)N1CCC2(CCCN(C(=O)Nc3cccc(C#N)c3)C2)CC1. (6) The compound is O=C(O)c1ccc(C(=O)O)c(C(=O)Nc2ccc3c(c2)Cc2ccccc2-3)c1. The result is 0 (non-inhibitor).